This data is from Full USPTO retrosynthesis dataset with 1.9M reactions from patents (1976-2016). The task is: Predict the reactants needed to synthesize the given product. (1) Given the product [CH2:1]([N:8]1[CH2:13][CH2:12][N:11]([C:15]2[N:20]=[C:19]([N:21]3[CH2:30][CH2:29][C:24]4([O:25][CH2:26][CH2:27][O:28]4)[CH2:23][CH2:22]3)[CH:18]=[C:17]([Cl:31])[N:16]=2)[CH2:10][CH2:9]1)[C:2]1[CH:3]=[CH:4][CH:5]=[CH:6][CH:7]=1, predict the reactants needed to synthesize it. The reactants are: [CH2:1]([N:8]1[CH2:13][CH2:12][NH:11][CH2:10][CH2:9]1)[C:2]1[CH:7]=[CH:6][CH:5]=[CH:4][CH:3]=1.Cl[C:15]1[N:20]=[C:19]([N:21]2[CH2:30][CH2:29][C:24]3([O:28][CH2:27][CH2:26][O:25]3)[CH2:23][CH2:22]2)[CH:18]=[C:17]([Cl:31])[N:16]=1.C(NC(C)C)(C)C. (2) Given the product [Br:36][C:29]1[CH:30]=[C:31]2[C:22]3=[C:23]4[C:34](=[CH:35][C:2]([Br:1])=[CH:3][C:24]4=[CH:25][CH:26]=[C:27]3[CH:28]=1)[CH:33]=[CH:32]2, predict the reactants needed to synthesize it. The reactants are: [Br:1][C:2]1C2C3=C4C(=CC=2)C=CC(Br)=C4C=CC3=C[CH:3]=1.BrC1[C:33]2[C:34]3=[C:35]4[C:30](=[CH:31][CH:32]=2)[C:29]([Br:36])=[CH:28][CH:27]=[C:26]4[CH:25]=[CH:24][C:23]3=[CH:22]C=1.BrC1C2C3=C4C(=CC=2)C=CC(Br)=C4C=CC3=C(Br)C=1. (3) Given the product [C:12]([O:11][C:9]([NH:10][C:2]1[CH:7]=[CH:6][C:5]([Cl:8])=[CH:4][CH:3]=1)=[O:16])([CH3:15])([CH3:14])[CH3:13], predict the reactants needed to synthesize it. The reactants are: Br[C:2]1[CH:7]=[CH:6][C:5]([Cl:8])=[CH:4][CH:3]=1.[C:9](=[O:16])([O:11][C:12]([CH3:15])([CH3:14])[CH3:13])[NH2:10].C([O-])([O-])=O.[K+].[K+].CNCCNC.